From a dataset of NCI-60 drug combinations with 297,098 pairs across 59 cell lines. Regression. Given two drug SMILES strings and cell line genomic features, predict the synergy score measuring deviation from expected non-interaction effect. (1) Drug 1: C(CCl)NC(=O)N(CCCl)N=O. Drug 2: B(C(CC(C)C)NC(=O)C(CC1=CC=CC=C1)NC(=O)C2=NC=CN=C2)(O)O. Cell line: COLO 205. Synergy scores: CSS=23.7, Synergy_ZIP=-9.05, Synergy_Bliss=-12.0, Synergy_Loewe=-12.3, Synergy_HSA=-7.45. (2) Drug 1: C1=CC(=C2C(=C1NCCNCCO)C(=O)C3=C(C=CC(=C3C2=O)O)O)NCCNCCO. Drug 2: CC1=CC2C(CCC3(C2CCC3(C(=O)C)OC(=O)C)C)C4(C1=CC(=O)CC4)C. Cell line: SK-MEL-28. Synergy scores: CSS=47.5, Synergy_ZIP=12.3, Synergy_Bliss=11.0, Synergy_Loewe=-47.3, Synergy_HSA=7.77.